Task: Predict the product of the given reaction.. Dataset: Forward reaction prediction with 1.9M reactions from USPTO patents (1976-2016) Given the reactants [C:1]([NH2:10])(=[O:9])[C:2]1[C:3](=[CH:5][CH:6]=[CH:7][CH:8]=1)[NH2:4].C(N(CC)CC)C.Cl.[C:19](Cl)(=[O:26])[C:20]1[CH:25]=[CH:24][CH:23]=[N:22][CH:21]=1, predict the reaction product. The product is: [N:22]1[CH:23]=[CH:24][CH:25]=[C:20]([C:19]([NH:4][C:3]2[CH:5]=[CH:6][CH:7]=[CH:8][C:2]=2[C:1]([NH2:10])=[O:9])=[O:26])[CH:21]=1.